Dataset: Peptide-MHC class II binding affinity with 134,281 pairs from IEDB. Task: Regression. Given a peptide amino acid sequence and an MHC pseudo amino acid sequence, predict their binding affinity value. This is MHC class II binding data. (1) The peptide sequence is EKKYFAATQFEPLAN. The MHC is HLA-DPA10201-DPB11401 with pseudo-sequence HLA-DPA10201-DPB11401. The binding affinity (normalized) is 0.670. (2) The binding affinity (normalized) is 0.285. The MHC is DRB1_0901 with pseudo-sequence DRB1_0901. The peptide sequence is RRTGNIQIRLPWYSY. (3) The peptide sequence is NKAGVRIYVDIVLNH. The MHC is HLA-DPA10201-DPB10501 with pseudo-sequence HLA-DPA10201-DPB10501. The binding affinity (normalized) is 0.318. (4) The binding affinity (normalized) is 0.683. The peptide sequence is YDKILANVSTVLTGK. The MHC is DRB1_1001 with pseudo-sequence DRB1_1001. (5) The peptide sequence is KTAVQMAVFIHNFKR. The MHC is DRB1_1302 with pseudo-sequence DRB1_1302. The binding affinity (normalized) is 0.554.